From a dataset of Forward reaction prediction with 1.9M reactions from USPTO patents (1976-2016). Predict the product of the given reaction. (1) The product is: [CH3:6][C:7]1[N:8]=[C:9]([C:15](=[O:17])[CH3:16])[S:10][CH:11]=1. Given the reactants [Li]CCCC.[CH3:6][C:7]1[N:8]=[CH:9][S:10][CH:11]=1.CON(C)[C:15](=[O:17])[CH3:16], predict the reaction product. (2) Given the reactants [C:1]1([CH:8]=[CH:7][CH:6]=[C:4]([OH:5])[CH:3]=1)[OH:2].[C:9](O)(=[O:13])[CH:10]([CH3:12])[CH3:11].B(F)(F)F, predict the reaction product. The product is: [OH:2][C:1]1[CH:3]=[C:4]([OH:5])[CH:6]=[CH:7][C:8]=1[C:9](=[O:13])[CH:10]([CH3:12])[CH3:11]. (3) Given the reactants [F:1][C:2]1[C:3]([NH:13][C:14]2[CH:19]=[CH:18][C:17]([I:20])=[CH:16][C:15]=2[CH3:21])=[C:4]([CH:9]=[CH:10][C:11]=1[F:12])[C:5]([NH:7][NH2:8])=[O:6].[C:22](=S)=[S:23].[OH-].[K+].Cl, predict the reaction product. The product is: [F:1][C:2]1[C:3]([NH:13][C:14]2[CH:19]=[CH:18][C:17]([I:20])=[CH:16][C:15]=2[CH3:21])=[C:4]([C:5]2[O:6][C:22]([SH:23])=[N:8][N:7]=2)[CH:9]=[CH:10][C:11]=1[F:12]. (4) Given the reactants [C:1]([O:5][C:6]([NH:8][C:9]([CH3:17])([CH2:13][CH:14]([CH3:16])[CH3:15])[C:10](O)=[O:11])=[O:7])([CH3:4])([CH3:3])[CH3:2].CN1CCOCC1.ClC(OCC(C)C)=O.[BH4-].[Na+], predict the reaction product. The product is: [C:1]([O:5][C:6](=[O:7])[NH:8][C:9]([CH3:17])([CH2:13][CH:14]([CH3:15])[CH3:16])[CH2:10][OH:11])([CH3:4])([CH3:3])[CH3:2].